From a dataset of NCI-60 drug combinations with 297,098 pairs across 59 cell lines. Regression. Given two drug SMILES strings and cell line genomic features, predict the synergy score measuring deviation from expected non-interaction effect. (1) Drug 1: C1CC(=O)NC(=O)C1N2CC3=C(C2=O)C=CC=C3N. Drug 2: CCC1=C2CN3C(=CC4=C(C3=O)COC(=O)C4(CC)O)C2=NC5=C1C=C(C=C5)O. Cell line: M14. Synergy scores: CSS=5.88, Synergy_ZIP=0.755, Synergy_Bliss=-0.541, Synergy_Loewe=-29.1, Synergy_HSA=-0.0814. (2) Drug 1: C1=NC2=C(N1)C(=S)N=CN2. Drug 2: C1C(C(OC1N2C=NC(=NC2=O)N)CO)O. Cell line: ACHN. Synergy scores: CSS=25.2, Synergy_ZIP=-6.01, Synergy_Bliss=3.05, Synergy_Loewe=2.14, Synergy_HSA=3.32. (3) Drug 1: C1=C(C(=O)NC(=O)N1)F. Drug 2: CN(C)C1=NC(=NC(=N1)N(C)C)N(C)C. Cell line: SR. Synergy scores: CSS=49.5, Synergy_ZIP=-5.02, Synergy_Bliss=-10.0, Synergy_Loewe=-20.4, Synergy_HSA=-9.13. (4) Drug 1: C1=CC(=CC=C1C#N)C(C2=CC=C(C=C2)C#N)N3C=NC=N3. Drug 2: CC1=C(C(=O)C2=C(C1=O)N3CC4C(C3(C2COC(=O)N)OC)N4)N. Cell line: EKVX. Synergy scores: CSS=12.5, Synergy_ZIP=-1.91, Synergy_Bliss=-0.869, Synergy_Loewe=2.30, Synergy_HSA=3.02. (5) Drug 1: CN(C)N=NC1=C(NC=N1)C(=O)N. Drug 2: C1=C(C(=O)NC(=O)N1)F. Cell line: UO-31. Synergy scores: CSS=26.6, Synergy_ZIP=-7.63, Synergy_Bliss=-8.12, Synergy_Loewe=-3.74, Synergy_HSA=-2.53. (6) Drug 1: CC1OCC2C(O1)C(C(C(O2)OC3C4COC(=O)C4C(C5=CC6=C(C=C35)OCO6)C7=CC(=C(C(=C7)OC)O)OC)O)O. Drug 2: CCCS(=O)(=O)NC1=C(C(=C(C=C1)F)C(=O)C2=CNC3=C2C=C(C=N3)C4=CC=C(C=C4)Cl)F. Cell line: A498. Synergy scores: CSS=26.3, Synergy_ZIP=0.0856, Synergy_Bliss=0.0256, Synergy_Loewe=-7.25, Synergy_HSA=0.738. (7) Drug 1: C1=C(C(=O)NC(=O)N1)N(CCCl)CCCl. Drug 2: CC12CCC3C(C1CCC2O)C(CC4=C3C=CC(=C4)O)CCCCCCCCCS(=O)CCCC(C(F)(F)F)(F)F. Cell line: A549. Synergy scores: CSS=31.6, Synergy_ZIP=-1.13, Synergy_Bliss=-1.77, Synergy_Loewe=-3.00, Synergy_HSA=-1.49. (8) Drug 1: CCCCC(=O)OCC(=O)C1(CC(C2=C(C1)C(=C3C(=C2O)C(=O)C4=C(C3=O)C=CC=C4OC)O)OC5CC(C(C(O5)C)O)NC(=O)C(F)(F)F)O. Drug 2: C1CN1C2=NC(=NC(=N2)N3CC3)N4CC4. Cell line: M14. Synergy scores: CSS=36.6, Synergy_ZIP=-11.3, Synergy_Bliss=-3.13, Synergy_Loewe=-22.9, Synergy_HSA=-9.88. (9) Drug 1: CC1=C2C(C(=O)C3(C(CC4C(C3C(C(C2(C)C)(CC1OC(=O)C(C(C5=CC=CC=C5)NC(=O)OC(C)(C)C)O)O)OC(=O)C6=CC=CC=C6)(CO4)OC(=O)C)OC)C)OC. Drug 2: C1=NC2=C(N=C(N=C2N1C3C(C(C(O3)CO)O)O)F)N. Cell line: HOP-62. Synergy scores: CSS=31.3, Synergy_ZIP=-5.24, Synergy_Bliss=-6.98, Synergy_Loewe=-9.92, Synergy_HSA=-2.49. (10) Drug 1: CC(C1=C(C=CC(=C1Cl)F)Cl)OC2=C(N=CC(=C2)C3=CN(N=C3)C4CCNCC4)N. Drug 2: CC12CCC(CC1=CCC3C2CCC4(C3CC=C4C5=CN=CC=C5)C)O. Cell line: HOP-62. Synergy scores: CSS=7.86, Synergy_ZIP=0.963, Synergy_Bliss=7.90, Synergy_Loewe=5.32, Synergy_HSA=5.38.